From a dataset of Full USPTO retrosynthesis dataset with 1.9M reactions from patents (1976-2016). Predict the reactants needed to synthesize the given product. (1) Given the product [CH3:15][C:9]1[C:10]([CH3:14])=[CH:11][CH:12]=[CH:13][C:8]=1[C:6]1[N:5]=[C:4]([NH2:16])[N:3]=[C:2]([NH:27][CH2:26][C:23]2[CH:24]=[C:25]3[C:20]([CH:19]=[N:18][NH:17]3)=[CH:21][CH:22]=2)[CH:7]=1, predict the reactants needed to synthesize it. The reactants are: Cl[C:2]1[CH:7]=[C:6]([C:8]2[CH:13]=[CH:12][CH:11]=[C:10]([CH3:14])[C:9]=2[CH3:15])[N:5]=[C:4]([NH2:16])[N:3]=1.[NH:17]1[C:25]2[C:20](=[CH:21][CH:22]=[C:23]([CH2:26][NH2:27])[CH:24]=2)[CH:19]=[N:18]1.CCN(CC)CC.C(O)CCC. (2) Given the product [CH2:30]([NH:37][NH:38][C:15]([C:13]1[O:12][N:11]=[C:10]([C:7]2[CH:6]=[CH:5][C:4]([O:3][C:2]([F:1])([F:20])[F:21])=[CH:9][CH:8]=2)[N:14]=1)=[O:17])[C:31]1[CH:36]=[CH:35][CH:34]=[CH:33][CH:32]=1, predict the reactants needed to synthesize it. The reactants are: [F:1][C:2]([F:21])([F:20])[O:3][C:4]1[CH:9]=[CH:8][C:7]([C:10]2[N:14]=[C:13]([C:15]([O:17]CC)=O)[O:12][N:11]=2)=[CH:6][CH:5]=1.C([O-])([O-])=O.[K+].[K+].Cl.Cl.[CH2:30]([NH:37][NH2:38])[C:31]1[CH:36]=[CH:35][CH:34]=[CH:33][CH:32]=1. (3) Given the product [F:43][C:28]1[CH:29]=[CH:30][C:10]([NH:9][C:7](=[O:8])[C:6]2[CH:32]=[CH:33][C:3]([O:2][CH3:1])=[CH:4][CH:5]=2)=[CH:11][C:12]=1[CH2:13][NH:14][C:15]1[C:24]2[C:19](=[C:20]([C:25]([NH2:27])=[O:26])[CH:21]=[CH:22][CH:23]=2)[N:18]=[CH:17][N:16]=1, predict the reactants needed to synthesize it. The reactants are: [CH3:1][O:2][C:3]1[CH:33]=[CH:32][C:6]([C:7]([N:9](C)[C:10]2[CH:11]=[C:12]([CH:28]=[CH:29][CH:30]=2)[CH2:13][NH:14][C:15]2[C:24]3[C:19](=[C:20]([C:25]([NH2:27])=[O:26])[CH:21]=[CH:22][CH:23]=3)[N:18]=[CH:17][N:16]=2)=[O:8])=[CH:5][CH:4]=1.NC1C=CC([F:43])=C(C=1)C#N.COC1C=CC(C(O)=O)=CC=1. (4) Given the product [Br:1][C:2]1[CH:3]=[C:4]([CH2:8][CH2:9][NH:10][C:19](=[O:20])[C:21]([F:24])([F:23])[F:22])[CH:5]=[CH:6][CH:7]=1, predict the reactants needed to synthesize it. The reactants are: [Br:1][C:2]1[CH:3]=[C:4]([CH2:8][CH2:9][NH2:10])[CH:5]=[CH:6][CH:7]=1.N1C(C)=CC=CC=1C.[C:19](O[C:19]([C:21]([F:24])([F:23])[F:22])=[O:20])([C:21]([F:24])([F:23])[F:22])=[O:20]. (5) Given the product [NH2:8][C:9]1[CH:10]=[CH:11][C:12]([CH:15]([CH3:34])[C:16]([NH:18][C:19]2[CH:20]=[C:21]([CH:31]3[CH2:33][CH2:32]3)[NH:22][N:23]=2)=[O:17])=[CH:13][CH:14]=1, predict the reactants needed to synthesize it. The reactants are: C(OC([NH:8][C:9]1[CH:14]=[CH:13][C:12]([CH:15]([CH3:34])[C:16]([NH:18][C:19]2[N:23](C(OC(C)(C)C)=O)[N:22]=[C:21]([CH:31]3[CH2:33][CH2:32]3)[CH:20]=2)=[O:17])=[CH:11][CH:10]=1)=O)(C)(C)C.FC(F)(F)C(O)=O. (6) Given the product [CH3:1][C:2]1[C:18]([S:19]([CH3:22])(=[O:21])=[O:20])=[C:17]([C:23]([F:26])([F:25])[F:24])[CH:16]=[CH:15][C:3]=1[C:4]([NH:6][C:7]1[N:11]([CH2:12][CH2:13][CH3:14])[N:10]=[N:9][N:8]=1)=[S:36], predict the reactants needed to synthesize it. The reactants are: [CH3:1][C:2]1[C:18]([S:19]([CH3:22])(=[O:21])=[O:20])=[C:17]([C:23]([F:26])([F:25])[F:24])[CH:16]=[CH:15][C:3]=1[C:4]([NH:6][C:7]1[N:11]([CH2:12][CH2:13][CH3:14])[N:10]=[N:9][N:8]=1)=O.COC1C=CC(P2(SP(C3C=CC(OC)=CC=3)(=S)S2)=[S:36])=CC=1.O.